This data is from Forward reaction prediction with 1.9M reactions from USPTO patents (1976-2016). The task is: Predict the product of the given reaction. (1) Given the reactants C(=O)([O-])[O-].[Na+].[Na+].N[C@H](C(NCC(NCC(N[C@H](C([NH:45][C@H:46]([C:51]([O:53][CH2:54][C:55]1[CH:60]=[CH:59][CH:58]=[CH:57][CH:56]=1)=[O:52])[CH2:47][CH:48]([CH3:50])[CH3:49])=O)CC1C=CC=CC=1)=O)=O)=O)CC1C=CC(OCC2C=CC=CC=2)=CC=1.N[C@H](C(O)=O)CC1C=CC(OCC2C=CC=CC=2)=CC=1, predict the reaction product. The product is: [NH2:45][C@H:46]([C:51]([O:53][CH2:54][C:55]1[CH:60]=[CH:59][CH:58]=[CH:57][CH:56]=1)=[O:52])[CH2:47][CH:48]([CH3:50])[CH3:49]. (2) Given the reactants [OH:1][CH2:2][C:3]1[CH:4]=[C:5]([CH2:11][OH:12])[CH:6]=[CH:7][C:8]=1[CH2:9][OH:10].[CH:13](=O)[C:14]1[CH:19]=[CH:18][CH:17]=[CH:16][CH:15]=1.O.[O-2].[O-2].[O-2].O=[Si]=O.O=[Si]=O.O=[Si]=O.O=[Si]=O.[Al+3].[Al+3], predict the reaction product. The product is: [C:14]1([CH:13]2[O:1][CH2:2][C:3]3[CH:4]=[C:5]([CH2:11][OH:12])[CH:6]=[CH:7][C:8]=3[CH2:9][O:10]2)[CH:19]=[CH:18][CH:17]=[CH:16][CH:15]=1. (3) Given the reactants [Cl:1][C:2]1[CH:7]=[CH:6][C:5]([N:8]=[C:9]=[O:10])=[CH:4][C:3]=1[C:11]([F:14])([F:13])[F:12].[CH3:15][S:16][C:17]1[N:22]=[C:21]([O:23][C:24]2[CH:29]=[CH:28][C:27]([NH2:30])=[CH:26][CH:25]=2)[CH:20]=[CH:19][N:18]=1, predict the reaction product. The product is: [Cl:1][C:2]1[CH:7]=[CH:6][C:5]([NH:8][C:9]([NH:30][C:27]2[CH:26]=[CH:25][C:24]([O:23][C:21]3[CH:20]=[CH:19][N:18]=[C:17]([S:16][CH3:15])[N:22]=3)=[CH:29][CH:28]=2)=[O:10])=[CH:4][C:3]=1[C:11]([F:12])([F:13])[F:14].